This data is from Catalyst prediction with 721,799 reactions and 888 catalyst types from USPTO. The task is: Predict which catalyst facilitates the given reaction. (1) Reactant: [CH2:1]([N:8]([CH3:23])[S:9]([C:12]1[CH:13]=[C:14]2[C:18](=[CH:19][CH:20]=1)[NH:17][C:16](=[O:21])[C:15]2=[O:22])(=[O:11])=[O:10])[C:2]1[CH:7]=[CH:6][CH:5]=[CH:4][CH:3]=1.[CH2:24](O)[CH2:25][CH2:26][OH:27].O.C1(C)C=CC(S(O)(=O)=O)=CC=1. Product: [CH2:1]([N:8]([CH3:23])[S:9]([C:12]1[CH:13]=[C:14]2[C:18](=[CH:19][CH:20]=1)[NH:17][C:16](=[O:21])[C:15]12[O:27][CH2:26][CH2:25][CH2:24][O:22]1)(=[O:11])=[O:10])[C:2]1[CH:7]=[CH:6][CH:5]=[CH:4][CH:3]=1. The catalyst class is: 48. (2) Reactant: [Cl:1][C:2]1[CH:3]=[C:4]([C@@H:8]2[C@@H:13]([C:14]3[CH:19]=[CH:18][C:17]([Cl:20])=[CH:16][CH:15]=3)[NH:12][C:11](=[O:21])[CH2:10][CH2:9]2)[CH:5]=[CH:6][CH:7]=1.[H-].[Na+].Br[CH:25]1[CH2:29][CH2:28][CH:27]=[CH:26]1. Product: [Cl:1][C:2]1[CH:3]=[C:4]([C@@H:8]2[C@@H:13]([C:14]3[CH:15]=[CH:16][C:17]([Cl:20])=[CH:18][CH:19]=3)[N:12]([CH:29]3[CH2:28][CH2:27][CH:26]=[CH:25]3)[C:11](=[O:21])[CH2:10][CH2:9]2)[CH:5]=[CH:6][CH:7]=1. The catalyst class is: 3. (3) Reactant: C(O)C.CC(O)C.[Br:8][C:9]1[CH2:14][C@@H:13]([C:15]2[CH:20]=[CH:19][C:18]([Cl:21])=[CH:17][C:16]=2[Cl:22])[C@H:12]([N+:23]([O-:25])=[O:24])[CH2:11][C:10]=1[CH:26]=[O:27].[BH4-].[Na+].[NH4+].[Cl-]. Product: [Br:8][C:9]1[CH2:14][C@@H:13]([C:15]2[CH:20]=[CH:19][C:18]([Cl:21])=[CH:17][C:16]=2[Cl:22])[C@H:12]([N+:23]([O-:25])=[O:24])[CH2:11][C:10]=1[CH2:26][OH:27]. The catalyst class is: 13. (4) Reactant: [CH3:1][S:2](Cl)(=[O:4])=[O:3].[Cl:6][C:7]1[CH:8]=[CH:9][C:10]([S:38]([CH2:41][CH3:42])(=[O:40])=[O:39])=[C:11]([CH:37]=1)[CH2:12][N:13]1[C:22](=[O:23])[C:21]2[C:16](=[CH:17][C:18]([CH2:29][N:30]3[CH2:35][CH2:34][NH:33][CH2:32][CH2:31]3)=[C:19]([O:24][C:25]([F:28])([F:27])[F:26])[CH:20]=2)[NH:15][C:14]1=[O:36].CCN(C(C)C)C(C)C.O. Product: [Cl:6][C:7]1[CH:8]=[CH:9][C:10]([S:38]([CH2:41][CH3:42])(=[O:39])=[O:40])=[C:11]([CH:37]=1)[CH2:12][N:13]1[C:22](=[O:23])[C:21]2[C:16](=[CH:17][C:18]([CH2:29][N:30]3[CH2:31][CH2:32][N:33]([S:2]([CH3:1])(=[O:4])=[O:3])[CH2:34][CH2:35]3)=[C:19]([O:24][C:25]([F:28])([F:26])[F:27])[CH:20]=2)[NH:15][C:14]1=[O:36]. The catalyst class is: 3. (5) Reactant: [C:1]([C:5]1[NH:6][C:7]2[C:12]([CH:13]=1)=[CH:11][CH:10]=[C:9]([N+:14]([O-])=O)[CH:8]=2)([CH3:4])([CH3:3])[CH3:2]. Product: [C:1]([C:5]1[NH:6][C:7]2[C:12]([CH:13]=1)=[CH:11][CH:10]=[C:9]([NH2:14])[CH:8]=2)([CH3:4])([CH3:2])[CH3:3]. The catalyst class is: 94. (6) Reactant: [Cl:1][C:2]1[CH:16]=[C:15]([O:17][CH:18]2[CH2:23][CH2:22][CH2:21][CH2:20][O:19]2)[CH:14]=[CH:13][C:3]=1[CH2:4][NH:5][C:6]1[CH:11]=[CH:10][C:9]([I:12])=[CH:8][CH:7]=1.C(N(CC)CC)C.[C:31]1([CH3:43])[CH:36]=[C:35]([CH3:37])[CH:34]=[C:33]([CH3:38])[C:32]=1[S:39](Cl)(=[O:41])=[O:40].C(=O)(O)[O-].[Na+]. Product: [Cl:1][C:2]1[CH:16]=[C:15]([O:17][CH:18]2[CH2:23][CH2:22][CH2:21][CH2:20][O:19]2)[CH:14]=[CH:13][C:3]=1[CH2:4][N:5]([C:6]1[CH:7]=[CH:8][C:9]([I:12])=[CH:10][CH:11]=1)[S:39]([C:32]1[C:33]([CH3:38])=[CH:34][C:35]([CH3:37])=[CH:36][C:31]=1[CH3:43])(=[O:41])=[O:40]. The catalyst class is: 64. (7) Reactant: [Br:1][C:2]1[CH:3]=[C:4]([S:8](Cl)(=[O:10])=[O:9])[CH:5]=[CH:6][CH:7]=1.[CH3:12][C:13]([NH2:16])([CH3:15])[CH3:14]. Product: [Br:1][C:2]1[CH:3]=[C:4]([S:8]([NH:16][C:13]([CH3:15])([CH3:14])[CH3:12])(=[O:10])=[O:9])[CH:5]=[CH:6][CH:7]=1. The catalyst class is: 12.